From a dataset of Catalyst prediction with 721,799 reactions and 888 catalyst types from USPTO. Predict which catalyst facilitates the given reaction. (1) Reactant: [CH3:1][N:2]1[C:6]2[C:7]([C:28]([O:30]C)=[O:29])=[CH:8][CH:9]=[C:10]([C:11]3[CH2:15][C:14]([C:20]4[CH:25]=[C:24]([Cl:26])[CH:23]=[C:22]([Cl:27])[CH:21]=4)([C:16]([F:19])([F:18])[F:17])[O:13][N:12]=3)[C:5]=2[N:4]=[N:3]1.[OH-].[Li+]. Product: [CH3:1][N:2]1[C:6]2[C:7]([C:28]([OH:30])=[O:29])=[CH:8][CH:9]=[C:10]([C:11]3[CH2:15][C:14]([C:20]4[CH:25]=[C:24]([Cl:26])[CH:23]=[C:22]([Cl:27])[CH:21]=4)([C:16]([F:19])([F:17])[F:18])[O:13][N:12]=3)[C:5]=2[N:4]=[N:3]1. The catalyst class is: 30. (2) Reactant: [C:1]([O:6][CH2:7][CH3:8])(=[O:5])[C:2]([CH3:4])=[O:3].N1C=CC=CC=1.[C:15](Cl)(=[O:22])[C:16]1[CH:21]=[CH:20][CH:19]=[CH:18][CH:17]=1.C(=O)([O-])O.[Na+]. Product: [C:15]([O:3][C:2](=[CH2:4])[C:1]([O:6][CH2:7][CH3:8])=[O:5])(=[O:22])[C:16]1[CH:21]=[CH:20][CH:19]=[CH:18][CH:17]=1. The catalyst class is: 27. (3) Reactant: C[O:2][C:3]([C:5]1[CH:10]=[CH:9][C:8](=[O:11])[NH:7][C:6]=1[NH:12][C:13]1[CH:18]=[CH:17][C:16]([Br:19])=[CH:15][C:14]=1[F:20])=[O:4].COC(=O)C1C=CC(OC)=NC=1NC1C=CC(Br)=CC=1F.C(O)(=O)C.Br. Product: [Br:19][C:16]1[CH:17]=[CH:18][C:13]([NH:12][C:6]2[NH:7][C:8](=[O:11])[CH:9]=[CH:10][C:5]=2[C:3]([OH:4])=[O:2])=[C:14]([F:20])[CH:15]=1. The catalyst class is: 25. (4) The catalyst class is: 25. Reactant: [F:1][C:2]1[CH:7]=[CH:6][C:5]([C:8]2[C:20]([C:21]3[CH:22]=[CH:23][C:24](=[O:34])[N:25]([C:27]4[CH:32]=[CH:31][CH:30]=[CH:29][C:28]=4[CH3:33])[N:26]=3)=[C:11]3[NH:12][CH2:13][C:14]4(OCC[O:16]4)[CH2:15][N:10]3[N:9]=2)=[CH:4][CH:3]=1.Cl.O.C([O-])([O-])=O.[Na+].[Na+]. Product: [F:1][C:2]1[CH:7]=[CH:6][C:5]([C:8]2[C:20]([C:21]3[CH:22]=[CH:23][C:24](=[O:34])[N:25]([C:27]4[CH:32]=[CH:31][CH:30]=[CH:29][C:28]=4[CH3:33])[N:26]=3)=[C:11]3[NH:12][CH2:13][C:14](=[O:16])[CH2:15][N:10]3[N:9]=2)=[CH:4][CH:3]=1.